This data is from Forward reaction prediction with 1.9M reactions from USPTO patents (1976-2016). The task is: Predict the product of the given reaction. Given the reactants [Cl:1][C:2]1[N:7]=[C:6]([CH:8]=O)[CH:5]=[C:4]([N:10]2[CH2:15][CH2:14][O:13][CH2:12][CH2:11]2)[N:3]=1.[CH2:16]([NH:23][CH3:24])[C:17]1[CH:22]=[CH:21][CH:20]=[CH:19][CH:18]=1, predict the reaction product. The product is: [CH2:16]([N:23]([CH2:8][C:6]1[CH:5]=[C:4]([N:10]2[CH2:15][CH2:14][O:13][CH2:12][CH2:11]2)[N:3]=[C:2]([Cl:1])[N:7]=1)[CH3:24])[C:17]1[CH:22]=[CH:21][CH:20]=[CH:19][CH:18]=1.